This data is from CYP2D6 inhibition data for predicting drug metabolism from PubChem BioAssay. The task is: Regression/Classification. Given a drug SMILES string, predict its absorption, distribution, metabolism, or excretion properties. Task type varies by dataset: regression for continuous measurements (e.g., permeability, clearance, half-life) or binary classification for categorical outcomes (e.g., BBB penetration, CYP inhibition). Dataset: cyp2d6_veith. (1) The drug is CCOc1ccc(C(=O)Nc2cccc(-c3cc4ccccc4oc3=O)c2)cc1[N+](=O)[O-]. The result is 0 (non-inhibitor). (2) The drug is CCCC/C=C/C(NC(=O)c1ccc(C(=O)OC)cc1)c1ccccc1. The result is 0 (non-inhibitor). (3) The compound is O=C(CCCN1C=C[C@@H](n2c(=O)[nH]c3ccccc32)CC1)c1ccc(F)cc1. The result is 1 (inhibitor). (4) The compound is N#Cc1cccc(-c2nc3cnc(N4CCNCC4)nc3n(C3CC3)c2=O)c1. The result is 0 (non-inhibitor). (5) The molecule is O=C1[C@H]2CC[C@@H]3/C(=N\OCc4ccccc4)C[C@@H](O)[C@@H](O)[C@@H]3[C@@H]2C(=O)N1c1cccc(Oc2ccccc2)c1. The result is 0 (non-inhibitor). (6) The drug is CCN(CC)CCOc1ccc(/C(=C(\Cl)c2ccccc2)c2ccccc2)cc1.O=C(O)CC(O)(CC(=O)O)C(=O)O. The result is 1 (inhibitor). (7) The molecule is CN[C@@H]1C[C@@H](c2ccc(Cl)c(Cl)c2)c2ccccc21. The result is 1 (inhibitor). (8) The molecule is CN(C)c1ncc2nc(-c3cc(F)cc(F)c3)c(=O)n(CCC#N)c2n1. The result is 0 (non-inhibitor). (9) The molecule is COC(=O)Cn1c(CN(Cc2ccccc2)Cc2ccccc2)nc2c1c(=O)[nH]c(=O)n2C. The result is 0 (non-inhibitor). (10) The compound is COc1ccccc1CNc1nc(-c2cccc(C#N)c2)nc2ccccc12. The result is 1 (inhibitor).